This data is from Reaction yield outcomes from USPTO patents with 853,638 reactions. The task is: Predict the reaction yield, written as a fraction of the theoretical maximum amount of product (1.0 means a 100% yield; for example, 0.34 means a 34% yield). (1) The reactants are Br[C:2]1[CH:9]=[C:8]([Cl:10])[CH:7]=[C:6]([F:11])[C:3]=1[C:4]#[N:5].[Br-].[Li+].[Cu]C#N.[CH3:17][O:18][C:19]1[CH:20]=[C:21]([CH:25]=[CH:26][CH:27]=1)[C:22](Cl)=[O:23]. The catalyst is C1COCC1.[Zn]. The product is [Cl:10][C:8]1[CH:9]=[C:2]([C:22](=[O:23])[C:21]2[CH:25]=[CH:26][CH:27]=[C:19]([O:18][CH3:17])[CH:20]=2)[C:3]([C:4]#[N:5])=[C:6]([F:11])[CH:7]=1. The yield is 0.550. (2) The yield is 0.860. The product is [O:1]1[CH2:5][CH2:4][O:3][CH:2]1[C:6]1[CH:7]=[CH:8][C:9]([C:12]2[S:20][C:19]3[C:14](=[N:15][CH:16]=[CH:17][C:18]=3[O:21][C:22]3[CH:28]=[CH:27][C:25]([NH:26][C:36]([NH:31][CH:32]4[CH2:34][CH2:33]4)=[O:39])=[C:24]([F:29])[C:23]=3[F:30])[CH:13]=2)=[N:10][CH:11]=1. The catalyst is CN(C=O)C.O. The reactants are [O:1]1[CH2:5][CH2:4][O:3][CH:2]1[C:6]1[CH:7]=[CH:8][C:9]([C:12]2[S:20][C:19]3[C:14](=[N:15][CH:16]=[CH:17][C:18]=3[O:21][C:22]3[CH:28]=[CH:27][C:25]([NH2:26])=[C:24]([F:29])[C:23]=3[F:30])[CH:13]=2)=[N:10][CH:11]=1.[N:31]1[CH:36]=C[CH:34]=[CH:33][CH:32]=1.ClC(OC1C=CC=CC=1)=[O:39].C1(N)CC1.